Dataset: Peptide-MHC class I binding affinity with 185,985 pairs from IEDB/IMGT. Task: Regression. Given a peptide amino acid sequence and an MHC pseudo amino acid sequence, predict their binding affinity value. This is MHC class I binding data. (1) The peptide sequence is SSGDATTAY. The MHC is HLA-A23:01 with pseudo-sequence HLA-A23:01. The binding affinity (normalized) is 0. (2) The peptide sequence is WDFISTPPL. The MHC is H-2-Kk with pseudo-sequence H-2-Kk. The binding affinity (normalized) is 0.350. (3) The binding affinity (normalized) is 0. The peptide sequence is LGVDYYDN. The MHC is H-2-Kb with pseudo-sequence H-2-Kb. (4) The peptide sequence is YKAVVPLVY. The MHC is HLA-A29:02 with pseudo-sequence HLA-A29:02. The binding affinity (normalized) is 0.431.